This data is from Peptide-MHC class I binding affinity with 185,985 pairs from IEDB/IMGT. The task is: Regression. Given a peptide amino acid sequence and an MHC pseudo amino acid sequence, predict their binding affinity value. This is MHC class I binding data. The peptide sequence is VVGADGFGY. The MHC is HLA-A69:01 with pseudo-sequence HLA-A69:01. The binding affinity (normalized) is 0.0847.